From a dataset of Full USPTO retrosynthesis dataset with 1.9M reactions from patents (1976-2016). Predict the reactants needed to synthesize the given product. (1) Given the product [Cl:29][C:16]1[C:17]([NH:22][S:23]([CH2:26][CH2:27][CH3:28])(=[O:25])=[O:24])=[CH:18][CH:19]=[C:20]([Cl:21])[C:15]=1[NH:14][C:12]([C:7]1[CH:8]=[CH:9][CH:10]=[C:11]2[C:6]=1[N:5]=[CH:4][N:3]=[C:2]2[NH2:30])=[O:13], predict the reactants needed to synthesize it. The reactants are: Cl[C:2]1[C:11]2[C:6](=[C:7]([C:12]([NH:14][C:15]3[C:20]([Cl:21])=[CH:19][CH:18]=[C:17]([NH:22][S:23]([CH2:26][CH2:27][CH3:28])(=[O:25])=[O:24])[C:16]=3[Cl:29])=[O:13])[CH:8]=[CH:9][CH:10]=2)[N:5]=[CH:4][N:3]=1.[NH3:30]. (2) Given the product [CH3:1][N:2]1[C:10]2[C:5](=[CH:6][CH:7]=[CH:8][CH:9]=2)[C:4]([CH2:11][CH:12]([CH3:14])[CH3:13])=[C:3]1[C:15]([NH:17][C@H:18]([C:23]([NH:25][CH:26]([C:35](=[O:38])[CH2:36][O:46][C:44](=[O:45])[C:43]1[C:42]([Cl:41])=[CH:50][CH:49]=[CH:48][C:47]=1[Cl:51])[CH2:27][C:28]([O:30][C:31]([CH3:34])([CH3:33])[CH3:32])=[O:29])=[O:24])[CH2:19][CH:20]([CH3:22])[CH3:21])=[O:16], predict the reactants needed to synthesize it. The reactants are: [CH3:1][N:2]1[C:10]2[C:5](=[CH:6][CH:7]=[CH:8][CH:9]=2)[C:4]([CH2:11][CH:12]([CH3:14])[CH3:13])=[C:3]1[C:15]([NH:17][C@H:18]([C:23]([NH:25][CH:26]([C:35](=[O:38])[CH2:36]Br)[CH2:27][C:28]([O:30][C:31]([CH3:34])([CH3:33])[CH3:32])=[O:29])=[O:24])[CH2:19][CH:20]([CH3:22])[CH3:21])=[O:16].[F-].[K+].[Cl:41][C:42]1[CH:50]=[CH:49][CH:48]=[C:47]([Cl:51])[C:43]=1[C:44]([OH:46])=[O:45].CCCCCC.CCOC(C)=O. (3) Given the product [OH:4][CH2:5][CH2:6][C:7]1[S:8][C:9]([S:13]([NH:16][C:17](=[O:30])[NH:18][C:19]2[S:20][C:21]3[C:26]([N:27]=2)=[CH:25][CH:24]=[C:23]([O:28][CH3:29])[N:22]=3)(=[O:15])=[O:14])=[CH:10][C:11]=1[CH3:12], predict the reactants needed to synthesize it. The reactants are: C([O:4][CH2:5][CH2:6][C:7]1[S:8][C:9]([S:13]([NH:16][C:17](=[O:30])[NH:18][C:19]2[S:20][C:21]3[C:26]([N:27]=2)=[CH:25][CH:24]=[C:23]([O:28][CH3:29])[N:22]=3)(=[O:15])=[O:14])=[CH:10][C:11]=1[CH3:12])(=O)C.[Li+].[OH-]. (4) The reactants are: [OH:1][CH2:2]/[CH:3]=[C:4](/[CH2:6][CH2:7]/[CH:8]=[C:9](/[CH2:11][CH2:12][CH:13]=[C:14]([CH3:16])[CH3:15])\[CH3:10])\[CH3:5].[CH3:17][CH2:18][O:19]C(C)=O. Given the product [C:18]([O:1][CH2:2]/[CH:3]=[C:4](/[CH2:6][CH2:7]/[CH:8]=[C:9](/[CH2:11][CH2:12][CH:13]=[C:14]([CH3:16])[CH3:15])\[CH3:10])\[CH3:5])(=[O:19])[CH3:17], predict the reactants needed to synthesize it. (5) Given the product [OH:29][CH2:28][C@H:23]1[C@H:22]2[O:27][C@H:25]([CH2:26][N:20]([S:17]([C:4]3[S:3][CH:2]=[C:6]([C:7]4[S:11][C:10]([NH:12][C:13](=[O:15])[CH3:14])=[N:9][C:8]=4[CH3:16])[CH:5]=3)(=[O:18])=[O:19])[CH2:21]2)[O:24]1, predict the reactants needed to synthesize it. The reactants are: Br[C:2]1[S:3][C:4]([S:17]([N:20]2[CH2:26][CH:25]3[O:27][CH:22]([CH:23]([CH2:28][OH:29])[O:24]3)[CH2:21]2)(=[O:19])=[O:18])=[CH:5][C:6]=1[C:7]1[S:11][C:10]([NH:12][C:13](=[O:15])[CH3:14])=[N:9][C:8]=1[CH3:16].C([Li])CCC. (6) Given the product [CH:26]1([C:29]2[C:30]([O:40][CH2:41][C:42]34[CH2:52][C:46]5([F:53])[CH2:47][C:48]([F:51])([CH2:50][C:44]([F:54])([CH2:45]5)[CH2:43]3)[CH2:49]4)=[CH:31][C:32]([F:39])=[C:33]([CH:38]=2)[C:34]([OH:36])=[O:35])[CH2:27][CH2:28]1, predict the reactants needed to synthesize it. The reactants are: C12(COC3C(C4CC4)=CC(C(OC)=O)=CN=3)CC3CC(CC(C3)C1)C2.[CH:26]1([C:29]2[C:30]([O:40][CH2:41][C:42]34[CH2:52][C:46]5([F:53])[CH2:47][C:48]([F:51])([CH2:50][C:44]([F:54])([CH2:45]5)[CH2:43]3)[CH2:49]4)=[CH:31][C:32]([F:39])=[C:33]([CH:38]=2)[C:34]([O:36]C)=[O:35])[CH2:28][CH2:27]1. (7) The reactants are: [Cl:1][C:2]1[CH:16]=[CH:15][CH:14]=[CH:13][C:3]=1[CH:4]([OH:12])[C:5]1[CH:10]=[CH:9][C:8]([Cl:11])=[CH:7][CH:6]=1.C1(C)C=CC(S(O)(=O)=O)=CC=1.[CH:28]([N:41]1[CH2:44][CH:43](O)[CH2:42]1)([C:35]1[CH:40]=[CH:39][CH:38]=[CH:37][CH:36]=1)[C:29]1[CH:34]=[CH:33][CH:32]=[CH:31][CH:30]=1. Given the product [CH:28]([N:41]1[CH2:44][CH:43]([O:12][CH:4]([C:5]2[CH:6]=[CH:7][C:8]([Cl:11])=[CH:9][CH:10]=2)[C:3]2[CH:13]=[CH:14][CH:15]=[CH:16][C:2]=2[Cl:1])[CH2:42]1)([C:35]1[CH:36]=[CH:37][CH:38]=[CH:39][CH:40]=1)[C:29]1[CH:30]=[CH:31][CH:32]=[CH:33][CH:34]=1, predict the reactants needed to synthesize it. (8) Given the product [C:19]1([S:25]([N:15]2[C:16]3[C:12](=[CH:11][C:10]([C:6]4[CH:7]=[CH:8][CH:9]=[C:4]([Cl:3])[CH:5]=4)=[CH:18][CH:17]=3)[CH:13]=[CH:14]2)(=[O:27])=[O:26])[CH:24]=[CH:23][CH:22]=[CH:21][CH:20]=1, predict the reactants needed to synthesize it. The reactants are: [H-].[Na+].[Cl:3][C:4]1[CH:5]=[C:6]([C:10]2[CH:11]=[C:12]3[C:16](=[CH:17][CH:18]=2)[NH:15][CH:14]=[CH:13]3)[CH:7]=[CH:8][CH:9]=1.[C:19]1([S:25](Cl)(=[O:27])=[O:26])[CH:24]=[CH:23][CH:22]=[CH:21][CH:20]=1.O. (9) Given the product [NH2:22][CH2:21][C:18]1[C:19]([NH2:20])=[N:12][C:11]([C:2]2[CH:3]=[CH:4][C:5]3[C:10](=[CH:9][CH:8]=[CH:7][CH:6]=3)[CH:1]=2)=[N:13][C:17]=1[C:16]1[CH:23]=[CH:24][C:25]([Cl:27])=[CH:26][C:15]=1[Cl:14], predict the reactants needed to synthesize it. The reactants are: [CH:1]1[C:10]2[C:5](=[CH:6][CH:7]=[CH:8][CH:9]=2)[CH:4]=[CH:3][C:2]=1[C:11]([NH2:13])=[NH:12].[Cl:14][C:15]1[CH:26]=[C:25]([Cl:27])[CH:24]=[CH:23][C:16]=1[CH:17]=[C:18]([C:21]#[N:22])[C:19]#[N:20]. (10) Given the product [C:2]([C:6]1[CH:10]=[C:9]([CH2:11][NH:12][C:34]([NH:33][C:24]2[CH:25]=[CH:26][C:27]([N:28]3[CH2:29][CH:30]([OH:32])[CH2:31]3)=[C:22]([F:21])[CH:23]=2)=[O:35])[N:8]([C:13]2[CH:18]=[CH:17][C:16]([F:19])=[C:15]([F:20])[CH:14]=2)[N:7]=1)([CH3:5])([CH3:3])[CH3:4], predict the reactants needed to synthesize it. The reactants are: Cl.[C:2]([C:6]1[CH:10]=[C:9]([CH2:11][NH2:12])[N:8]([C:13]2[CH:18]=[CH:17][C:16]([F:19])=[C:15]([F:20])[CH:14]=2)[N:7]=1)([CH3:5])([CH3:4])[CH3:3].[F:21][C:22]1[CH:23]=[C:24]([NH:33][C:34](=O)[O:35]C2C=CC=CC=2)[CH:25]=[CH:26][C:27]=1[N:28]1[CH2:31][CH:30]([OH:32])[CH2:29]1.